From a dataset of Catalyst prediction with 721,799 reactions and 888 catalyst types from USPTO. Predict which catalyst facilitates the given reaction. (1) Reactant: [Cl:1][C:2]1[CH:3]=[C:4]([C:8]2[N:13]=[C:12]3[CH2:14][CH2:15][CH2:16][C:11]3=[C:10]([CH2:17][C:18]3[CH:23]=[CH:22][C:21]([C:24]([CH3:30])([CH3:29])[C:25]([O:27]C)=[O:26])=[CH:20][CH:19]=3)[CH:9]=2)[CH:5]=[CH:6][CH:7]=1.O1CCOCC1.O.[OH-].[Li+].Cl. Product: [ClH:1].[Cl:1][C:2]1[CH:3]=[C:4]([C:8]2[N:13]=[C:12]3[CH2:14][CH2:15][CH2:16][C:11]3=[C:10]([CH2:17][C:18]3[CH:19]=[CH:20][C:21]([C:24]([CH3:30])([CH3:29])[C:25]([OH:27])=[O:26])=[CH:22][CH:23]=3)[CH:9]=2)[CH:5]=[CH:6][CH:7]=1. The catalyst class is: 6. (2) Reactant: [CH2:1]([NH:3][C:4]([NH:6][C:7]1[CH:8]=[CH:9][C:10]2[C:11]([N:25]=1)=[N:12][C:13]([CH:16]=[CH:17][C:18]1[CH:23]=[CH:22][C:21]([F:24])=[CH:20][CH:19]=1)=[CH:14][N:15]=2)=[O:5])[CH3:2].C([O-])=O.[NH4+]. The catalyst class is: 29. Product: [CH2:1]([NH:3][C:4]([NH:6][C:7]1[CH:8]=[CH:9][C:10]2[C:11]([N:25]=1)=[N:12][C:13]([CH2:16][CH2:17][C:18]1[CH:19]=[CH:20][C:21]([F:24])=[CH:22][CH:23]=1)=[CH:14][N:15]=2)=[O:5])[CH3:2].